This data is from Catalyst prediction with 721,799 reactions and 888 catalyst types from USPTO. The task is: Predict which catalyst facilitates the given reaction. (1) The catalyst class is: 8. Reactant: [CH3:1][O:2][C:3]1[CH:15]=[CH:14][CH:13]=[CH:12][C:4]=1CC1OC(N)=NC=1.ClC(CC1C=CC=CC=1OC)C=O.[NH2:29]C(N)=O. Product: [CH3:1][O:2][C:3]1[CH:15]=[CH:14][CH:13]=[CH:12][C:4]=1[NH2:29]. (2) Reactant: FC(F)(F)C(O)=O.C(O[C:13]([N:15]1[CH2:19][CH2:18][C@@H:17]([C:20]2[CH:25]=[CH:24][C:23]([S:26]([C:29]3[CH:30]=[C:31]4[C:35](=[CH:36][CH:37]=3)[NH:34][N:33]=[CH:32]4)(=[O:28])=[O:27])=[CH:22][CH:21]=2)[CH2:16]1)=O)(C)(C)C. Product: [CH3:13][N:15]1[CH2:19][CH2:18][C@@H:17]([C:20]2[CH:21]=[CH:22][C:23]([S:26]([C:29]3[CH:30]=[C:31]4[C:35](=[CH:36][CH:37]=3)[NH:34][N:33]=[CH:32]4)(=[O:27])=[O:28])=[CH:24][CH:25]=2)[CH2:16]1. The catalyst class is: 2. (3) Reactant: [F:1][C:2]1[CH:3]=[CH:4][C:5]2[N:9]=[C:8]([CH3:10])[N:7]([C:11]3[C:19]4[O:18][CH2:17][C@H:16]([N:20](C(=O)C(F)(F)F)[C:21]5[CH:34]=[CH:33][C:24]6[C@H:25]([CH2:28][C:29]([O:31]C)=[O:30])[CH2:26][O:27][C:23]=6[CH:22]=5)[C:15]=4[CH:14]=[CH:13][CH:12]=3)[C:6]=2[CH:41]=1.[OH-].[Na+].Cl. Product: [F:1][C:2]1[CH:3]=[CH:4][C:5]2[N:9]=[C:8]([CH3:10])[N:7]([C:11]3[C:19]4[O:18][CH2:17][C@H:16]([NH:20][C:21]5[CH:34]=[CH:33][C:24]6[C@H:25]([CH2:28][C:29]([OH:31])=[O:30])[CH2:26][O:27][C:23]=6[CH:22]=5)[C:15]=4[CH:14]=[CH:13][CH:12]=3)[C:6]=2[CH:41]=1. The catalyst class is: 364. (4) Reactant: [Br:1][C:2]1[N:7]=[C:6]([C@@:8]([NH:18][S@@](C(C)(C)C)=O)([C@@H:10]([F:17])[C@@H:11]([OH:16])[C:12]([F:15])([F:14])[F:13])[CH3:9])[C:5]([F:25])=[CH:4][CH:3]=1.Cl.C([O-])(O)=O.[Na+].[OH-].[Na+]. Product: [NH2:18][C@@:8]([C:6]1[C:5]([F:25])=[CH:4][CH:3]=[C:2]([Br:1])[N:7]=1)([CH3:9])[C@@H:10]([F:17])[C@@H:11]([OH:16])[C:12]([F:14])([F:13])[F:15]. The catalyst class is: 83. (5) Reactant: [N:1]([CH2:4][C:5](=[O:18])[C:6]([C:9]1[CH:10]=[CH:11][C:12]([F:17])=[C:13]([CH:16]=1)[C:14]#[N:15])([CH3:8])[CH3:7])=[N+]=[N-].[ClH:19]. Product: [ClH:19].[NH2:1][CH2:4][C:5](=[O:18])[C:6]([C:9]1[CH:10]=[CH:11][C:12]([F:17])=[C:13]([CH:16]=1)[C:14]#[N:15])([CH3:8])[CH3:7]. The catalyst class is: 867.